Task: Predict the reactants needed to synthesize the given product.. Dataset: Full USPTO retrosynthesis dataset with 1.9M reactions from patents (1976-2016) (1) Given the product [C:1]([O:5][C:6](=[O:23])[NH:7][C:8]1[C:9]([CH3:22])=[C:10]([Br:21])[C:11]2[O:15][C:14]([CH3:16])([CH3:17])[CH:13]([N:24]3[CH2:28][CH2:27][CH2:26][CH2:25]3)[C:12]=2[C:19]=1[CH3:20])([CH3:3])([CH3:4])[CH3:2], predict the reactants needed to synthesize it. The reactants are: [C:1]([O:5][C:6](=[O:23])[NH:7][C:8]1[C:9]([CH3:22])=[C:10]([Br:21])[C:11]2[O:15][C:14]([CH3:17])([CH3:16])[CH:13](O)[C:12]=2[C:19]=1[CH3:20])([CH3:4])([CH3:3])[CH3:2].[NH:24]1[CH2:28][CH2:27][CH2:26][CH2:25]1. (2) Given the product [F:1][C:2]1[CH:3]=[C:4]([CH2:10][N:24]2[CH2:25][CH2:26][CH:21](/[CH:20]=[CH:19]/[C:14]3[CH:15]=[CH:16][CH:17]=[CH:18][C:13]=3[F:12])[CH2:22][CH2:23]2)[C:5]([O:8][CH3:9])=[N:6][CH:7]=1, predict the reactants needed to synthesize it. The reactants are: [F:1][C:2]1[CH:3]=[C:4]([CH:10]=O)[C:5]([O:8][CH3:9])=[N:6][CH:7]=1.[F:12][C:13]1[CH:18]=[CH:17][CH:16]=[CH:15][C:14]=1/[CH:19]=[CH:20]/[CH:21]1[CH2:26][CH2:25][NH:24][CH2:23][CH2:22]1.C(O[BH-](OC(=O)C)OC(=O)C)(=O)C.[Na+].C(=O)([O-])[O-].[Na+].[Na+]. (3) Given the product [F:17][C:18]1[CH:40]=[CH:39][C:21]([CH2:22][N:23]2[C@H:27]([CH3:28])[CH2:26][N:25]([C:29]3[S:30][C:31]([C:35]([NH:16][CH2:15][C:12]4[CH:11]=[C:10]([CH3:9])[O:14][N:13]=4)=[O:36])=[C:32]([CH3:34])[N:33]=3)[C:24]2=[O:38])=[CH:20][CH:19]=1, predict the reactants needed to synthesize it. The reactants are: N1C=CC=C(CN)C=1.[CH3:9][C:10]1[O:14][N:13]=[C:12]([CH2:15][NH2:16])[CH:11]=1.[F:17][C:18]1[CH:40]=[CH:39][C:21]([CH2:22][N:23]2[C@@H:27]([CH3:28])[CH2:26][N:25]([C:29]3[S:30][C:31]([C:35](O)=[O:36])=[C:32]([CH3:34])[N:33]=3)[C:24]2=[O:38])=[CH:20][CH:19]=1.FC1C=CC(CN2[C@H](C)CN(C3SC(C(O)=O)=C(C)N=3)C2=O)=CC=1. (4) The reactants are: [C:1](=[O:4])([O-])O.[Na+].[NH2:6][C:7]1[CH:16]=[CH:15][CH:14]=[C:13]2[C:8]=1[CH:9]=[CH:10][CH:11]=[C:12]2[OH:17].C(Cl)(Cl)=O.[C:22]([C:26]1[CH:34]=[CH:33][C:29]([C:30]([NH2:32])=[O:31])=[CH:28][CH:27]=1)([CH3:25])([CH3:24])[CH3:23]. Given the product [C:22]([C:26]1[CH:27]=[CH:28][C:29]([C:30]([NH:32][C:1]([NH:6][C:7]2[C:8]3[C:13](=[C:12]([OH:17])[CH:11]=[CH:10][CH:9]=3)[CH:14]=[CH:15][CH:16]=2)=[O:4])=[O:31])=[CH:33][CH:34]=1)([CH3:25])([CH3:23])[CH3:24], predict the reactants needed to synthesize it. (5) Given the product [CH3:1][S:2]([NH:5][C:13]1[CH:14]=[C:15]([CH:16]=[CH:17][C:18]=1[O:19][CH2:20][C:21]1[CH:26]=[CH:25][CH:24]=[CH:23][CH:22]=1)[O:27][CH2:28][CH:29]([OH:31])[CH2:30][NH:32][CH:33]1[CH2:42][CH2:41][C:40]2[C:35](=[CH:36][C:37]([O:43][CH2:44][C:45]([N:47]3[CH2:52][CH2:51][CH2:50][CH2:49][CH2:48]3)=[O:46])=[CH:38][CH:39]=2)[CH2:34]1)(=[O:4])=[O:3], predict the reactants needed to synthesize it. The reactants are: [CH3:1][S:2]([N:5]([C:13]1[CH:14]=[C:15]([O:27][CH2:28][CH:29]2[O:31][CH2:30]2)[CH:16]=[CH:17][C:18]=1[O:19][CH2:20][C:21]1[CH:26]=[CH:25][CH:24]=[CH:23][CH:22]=1)C(OC(C)(C)C)=O)(=[O:4])=[O:3].[NH2:32][CH:33]1[CH2:42][CH2:41][C:40]2[C:35](=[CH:36][C:37]([O:43][CH2:44][C:45]([N:47]3[CH2:52][CH2:51][CH2:50][CH2:49][CH2:48]3)=[O:46])=[CH:38][CH:39]=2)[CH2:34]1. (6) Given the product [CH3:18][C:19]1[CH:24]=[CH:23][C:22]([CH3:25])=[CH:21][C:20]=1[CH2:26][CH2:27][N:7]1[C:8]2[C:4](=[CH:3][C:2]([CH3:1])=[CH:10][CH:9]=2)[C:5]2[C@H:16]3[NH:17][C@@H:12]([CH2:11][C:6]1=2)[CH2:13][CH2:14][CH2:15]3, predict the reactants needed to synthesize it. The reactants are: [CH3:1][C:2]1[CH:3]=[C:4]2[C:8](=[CH:9][CH:10]=1)[NH:7][C:6]1[CH2:11][CH:12]3[NH:17][CH:16]([C:5]2=1)[CH2:15][CH2:14][CH2:13]3.[CH3:18][C:19]1[CH:24]=[CH:23][C:22]([CH3:25])=[CH:21][C:20]=1[CH:26]=[CH2:27].